Dataset: Rat liver microsome stability data. Task: Regression/Classification. Given a drug SMILES string, predict its absorption, distribution, metabolism, or excretion properties. Task type varies by dataset: regression for continuous measurements (e.g., permeability, clearance, half-life) or binary classification for categorical outcomes (e.g., BBB penetration, CYP inhibition). Dataset: rlm. (1) The molecule is CCN(CC)c1ccc(CCNC(=O)c2ccc(O)cc2)cc1. The result is 1 (stable in rat liver microsomes). (2) The compound is N#CC1(CC2CC2)CCN(c2c(C(=O)N3CCN(C(=O)C4CC4)CC3)cnc3ccc(F)cc23)CC1. The result is 1 (stable in rat liver microsomes). (3) The drug is C[C@@H](c1ccc(-c2ccc(F)cc2)cc1)N1CC[C@](CCCO)(c2ccccc2)OC1=O. The result is 1 (stable in rat liver microsomes). (4) The molecule is c1ccc(CNc2nc(NCc3ccccc3)c3ccccc3n2)cc1. The result is 1 (stable in rat liver microsomes).